From a dataset of Reaction yield outcomes from USPTO patents with 853,638 reactions. Predict the reaction yield, written as a fraction of the theoretical maximum amount of product (1.0 means a 100% yield; for example, 0.34 means a 34% yield). The reactants are [CH3:1][C@@:2]([S:20]([CH3:23])(=[O:22])=[O:21])([CH2:6][CH2:7][N:8]1[CH:12]=[C:11]([C:13]2[CH:18]=[CH:17][CH:16]=[CH:15][CH:14]=2)[C:10]([CH3:19])=[N:9]1)[C:3]([OH:5])=O.CCN(C(C)C)C(C)C.C1C=CC2N(O)N=NC=2C=1.[O:43]1[CH2:48][CH2:47][CH2:46][CH2:45][CH:44]1[O:49][NH2:50].CCN=C=NCCCN(C)C. The catalyst is C(Cl)Cl. The product is [CH3:1][C@@:2]([S:20]([CH3:23])(=[O:22])=[O:21])([CH2:6][CH2:7][N:8]1[CH:12]=[C:11]([C:13]2[CH:18]=[CH:17][CH:16]=[CH:15][CH:14]=2)[C:10]([CH3:19])=[N:9]1)[C:3]([NH:50][O:49][CH:44]1[CH2:45][CH2:46][CH2:47][CH2:48][O:43]1)=[O:5]. The yield is 0.660.